Dataset: Full USPTO retrosynthesis dataset with 1.9M reactions from patents (1976-2016). Task: Predict the reactants needed to synthesize the given product. (1) Given the product [N:23]1([C:29]2[CH:35]=[CH:34][C:33]([C:36]([F:38])([F:39])[F:37])=[CH:32][C:30]=2[NH:31][C:8](=[O:9])[C:7]2[CH:11]=[CH:12][C:4]([N+:1]([O-:3])=[O:2])=[CH:5][CH:6]=2)[CH2:24][CH2:25][CH2:26][CH2:27][CH2:28]1, predict the reactants needed to synthesize it. The reactants are: [N+:1]([C:4]1[CH:12]=[CH:11][C:7]([C:8](Cl)=[O:9])=[CH:6][CH:5]=1)([O-:3])=[O:2].C(N(CC)CC)C.ClCCl.[N:23]1([C:29]2[CH:35]=[CH:34][C:33]([C:36]([F:39])([F:38])[F:37])=[CH:32][C:30]=2[NH2:31])[CH2:28][CH2:27][CH2:26][CH2:25][CH2:24]1. (2) Given the product [O:18]1[C@@H:8]2[C@@:9]34[CH2:19][CH2:20][NH:2][C@@H:3]([C@@H:4]3[CH2:5][CH2:6][C:7]2=[O:21])[CH2:16][C:15]2=[C:10]4[C:11]1=[C:12]([OH:17])[CH:13]=[CH:14]2, predict the reactants needed to synthesize it. The reactants are: C[N+:2]1([O-])[CH2:20][CH2:19][C@:9]23[C:10]4[C:11]5[O:18][C@H:8]2[C:7](=[O:21])[CH2:6][CH2:5][C@H:4]3[C@H:3]1[CH2:16][C:15]=4[CH:14]=[CH:13][C:12]=5[OH:17]. (3) Given the product [O:23]1[C:27]2[CH:28]=[CH:29][C:30]([NH:32][C:7]3[C:12]([CH3:13])=[C:11]([CH3:14])[N:10]=[C:9]([NH:15][CH2:16][C:17]4[CH:22]=[CH:21][CH:20]=[CH:19][N:18]=4)[N:8]=3)=[CH:31][C:26]=2[O:25][CH2:24]1, predict the reactants needed to synthesize it. The reactants are: C1(N[C:7]2[C:12]([CH3:13])=[C:11]([CH3:14])[N:10]=[C:9]([NH:15][CH2:16][C:17]3[CH:22]=[CH:21][CH:20]=[CH:19][N:18]=3)[N:8]=2)CCCC1.[O:23]1[C:27]2[CH:28]=[CH:29][C:30]([NH2:32])=[CH:31][C:26]=2[O:25][CH2:24]1. (4) The reactants are: N[C:2]1[N:20]=[CH:19][C:18]([C:21]([F:24])([F:23])[F:22])=[CH:17][C:3]=1[C:4]([NH:6][C@H:7]([C:9]1[CH:14]=[CH:13][C:12]([F:15])=[C:11]([F:16])[CH:10]=1)[CH3:8])=[O:5].N1C=CC=CC=1.N([O-])=O.[Na+].[FH:35]. Given the product [F:16][C:11]1[CH:10]=[C:9]([C@@H:7]([NH:6][C:4](=[O:5])[C:3]2[CH:17]=[C:18]([C:21]([F:24])([F:23])[F:22])[CH:19]=[N:20][C:2]=2[F:35])[CH3:8])[CH:14]=[CH:13][C:12]=1[F:15], predict the reactants needed to synthesize it. (5) Given the product [ClH:54].[CH3:24][O:23][C:21]1[CH:20]=[CH:19][C:14]2[N:15]=[CH:16][C:17](=[O:18])[N:12]([C:7]3[CH:8]=[N:9][C:10]4[CH2:11][CH:2]([NH:1][CH2:38][C:36]5[NH:37][C:30]6[C:31]([O:32][CH2:33][C:28](=[O:27])[N:29]=6)=[CH:34][N:35]=5)[CH2:3][CH2:4][C:5]=4[CH:6]=3)[C:13]=2[N:22]=1, predict the reactants needed to synthesize it. The reactants are: [NH2:1][CH:2]1[CH2:11][C:10]2[N:9]=[CH:8][C:7]([N:12]3[C:17](=[O:18])[CH:16]=[N:15][C:14]4[CH:19]=[CH:20][C:21]([O:23][CH3:24])=[N:22][C:13]3=4)=[CH:6][C:5]=2[CH2:4][CH2:3]1.CO.[O:27]=[C:28]1[CH2:33][O:32][C:31]2=[CH:34][N:35]=[C:36]([CH:38]=O)[NH:37][C:30]2=[N:29]1.C(O[BH-](OC(=O)C)OC(=O)C)(=O)C.[Na+].[Cl:54]CCl. (6) Given the product [Br:1][C:2]1[CH:7]=[C:6]([CH:8]([CH3:10])[CH3:9])[CH:5]=[CH:4][C:3]=1[N:11]([CH2:27][CH3:28])[C:12]1[N:13]=[C:14]([CH3:25])[C:15]2[CH:20]=[CH:19][N:18]([CH2:21][CH2:22][O:23][CH3:24])[C:16]=2[N:17]=1, predict the reactants needed to synthesize it. The reactants are: [Br:1][C:2]1[CH:7]=[C:6]([CH:8]([CH3:10])[CH3:9])[CH:5]=[CH:4][C:3]=1[NH:11][C:12]1[N:13]=[C:14]([CH3:25])[C:15]2[CH:20]=[CH:19][N:18]([CH2:21][CH2:22][O:23][CH3:24])[C:16]=2[N:17]=1.I[CH2:27][CH3:28].[H-].[Na+].[OH-].[Na+]. (7) Given the product [C:6]([S:14][C:15]([CH3:18])([CH3:17])[CH3:16])(=[O:13])[C:7]1[CH:12]=[CH:11][CH:10]=[CH:9][CH:8]=1, predict the reactants needed to synthesize it. The reactants are: C(S)C(C)C.[C:6]([S:14][C:15]([CH3:18])([CH3:17])[CH3:16])(=[O:13])[C:7]1[CH:12]=[CH:11][CH:10]=[CH:9][CH:8]=1.C(Cl)(=O)C1C=CC=CC=1. (8) The reactants are: Cl[C:2]1[N:7]=[C:6]([F:8])[C:5]2[O:9][C:10]3[C:15]([C@@:16]4([CH2:21][CH2:20][S:19][C:18]([NH2:22])=[N:17]4)[C:4]=2[CH:3]=1)=[CH:14][C:13]([NH2:23])=[CH:12][CH:11]=3.[O:24]1[CH2:29][CH:28]=[C:27](B2OC(C)(C)C(C)(C)O2)[CH2:26][CH2:25]1.[O-]P([O-])([O-])=O.[K+].[K+].[K+].N#N. Given the product [O:24]1[CH2:25][CH:26]=[C:27]([C:2]2[N:7]=[C:6]([F:8])[C:5]3[O:9][C:10]4[C:15]([C@@:16]5([CH2:21][CH2:20][S:19][C:18]([NH2:22])=[N:17]5)[C:4]=3[CH:3]=2)=[CH:14][C:13]([NH2:23])=[CH:12][CH:11]=4)[CH2:28][CH2:29]1, predict the reactants needed to synthesize it. (9) Given the product [F:1][C:2]1[CH:3]=[C:4]2[C:5]([C:8](=[O:11])[C:9]([CH3:20])=[CH:10][N:12]2[C:13]2[CH:18]=[CH:17][CH:16]=[CH:15][C:14]=2[F:19])=[CH:6][CH:7]=1, predict the reactants needed to synthesize it. The reactants are: [F:1][C:2]1[CH:7]=[CH:6][C:5]([C:8](=[O:11])[CH2:9][CH3:10])=[C:4]([NH:12][C:13]2[CH:18]=[CH:17][CH:16]=[CH:15][C:14]=2[F:19])[CH:3]=1.[C:20](Cl)(=O)C(Cl)=O. (10) Given the product [N+:16]([C:7]1[CH:8]=[C:9]2[C:14](=[CH:15][C:6]=1/[CH:5]=[CH:4]/[C:3]([OH:19])=[O:2])[N:13]=[CH:12][CH:11]=[CH:10]2)([O-:18])=[O:17], predict the reactants needed to synthesize it. The reactants are: C[O:2][C:3](=[O:19])/[CH:4]=[CH:5]/[C:6]1[CH:15]=[C:14]2[C:9]([CH:10]=[CH:11][CH:12]=[N:13]2)=[CH:8][C:7]=1[N+:16]([O-:18])=[O:17].[OH-].[Na+].CO.Cl.